This data is from Reaction yield outcomes from USPTO patents with 853,638 reactions. The task is: Predict the reaction yield, written as a fraction of the theoretical maximum amount of product (1.0 means a 100% yield; for example, 0.34 means a 34% yield). (1) The reactants are OC1[CH2:11][CH2:10][C:9]([CH3:13])([CH3:12])[C:8]2[CH:7]=[C:6]([C:14]#[C:15][C:16]3[CH:21]=[CH:20][C:19]([CH2:22][C:23]([O:25][CH3:26])=[O:24])=[CH:18][CH:17]=3)[CH:5]=[CH:4][C:3]1=2.[C:27]([N:34]1[CH:38]=[CH:37][N:36]=[CH:35]1)(N1C=CN=C1)=O. The catalyst is C1COCC1. The product is [N:34]1([CH:27]2[CH2:11][CH2:10][C:9]([CH3:13])([CH3:12])[C:8]3[CH:7]=[C:6]([C:14]#[C:15][C:16]4[CH:21]=[CH:20][C:19]([CH2:22][C:23]([O:25][CH3:26])=[O:24])=[CH:18][CH:17]=4)[CH:5]=[CH:4][C:3]2=3)[CH:38]=[CH:37][N:36]=[CH:35]1. The yield is 0.310. (2) The reactants are [NH2:1][C:2]1[C:11]([NH2:12])=[CH:10][CH:9]=[CH:8][C:3]=1[C:4]([O:6][CH3:7])=[O:5].[C:13](O)(=[O:20])[C:14]1[CH:19]=[CH:18][CH:17]=[CH:16][CH:15]=1.C1(N=C=NC2CCCCC2)CCCCC1. The catalyst is C(Cl)Cl.CN(C1C=CN=CC=1)C. The product is [NH2:12][C:11]1[C:2]([NH:1][C:13](=[O:20])[C:14]2[CH:19]=[CH:18][CH:17]=[CH:16][CH:15]=2)=[C:3]([CH:8]=[CH:9][CH:10]=1)[C:4]([O:6][CH3:7])=[O:5]. The yield is 0.270.